From a dataset of Catalyst prediction with 721,799 reactions and 888 catalyst types from USPTO. Predict which catalyst facilitates the given reaction. (1) Reactant: [CH2:1]([Li])[CH2:2][CH2:3][CH3:4].[B:6]([O:11]C)(OC)[O:7]C.Cl. Product: [CH:1]1[C:3]2[CH:4]=[C:2]([C:3]3[CH:4]=[CH:3][C:2]([B:6]([OH:11])[OH:7])=[CH:1][CH:4]=3)[C:1]3[C:1](=[CH:1][CH:2]=[CH:3][CH:4]=3)[C:2]=2[CH:4]=[CH:3][CH:2]=1. The catalyst class is: 7. (2) Reactant: C([O:4][CH2:5][C:6]([OH:8])=O)(=O)C.C[N+]1(C2N=C(OC)N=C(OC)N=2)CCOCC1.[Cl-].[Cl:27][C:28]1[CH:29]=[C:30]2[C:34](=[CH:35][CH:36]=1)[NH:33][C:32]([C:37]([NH:39][C@@H:40]1[CH2:48][C:47]3[C:42](=[CH:43][CH:44]=[CH:45][CH:46]=3)[C@H:41]1[NH:49][CH2:50]C(OC(C)(C)C)=O)=[O:38])=[CH:31]2. Product: [Cl:27][C:28]1[CH:29]=[C:30]2[C:34](=[CH:35][CH:36]=1)[NH:33][C:32]([C:37]([NH:39][C@@H:40]1[CH2:48][C:47]3[C:42](=[CH:43][CH:44]=[CH:45][CH:46]=3)[C@H:41]1[NH:49][CH2:50][C@@H:6]([OH:8])[CH2:5][OH:4])=[O:38])=[CH:31]2. The catalyst class is: 1. (3) Reactant: [CH2:1]([O:9][CH2:10][C:11]([OH:13])=O)[CH2:2][C:3]1[CH:8]=[CH:7][CH:6]=[CH:5][CH:4]=1.C(Cl)(=O)C([Cl:17])=O. Product: [CH2:1]([O:9][CH2:10][C:11]([Cl:17])=[O:13])[CH2:2][C:3]1[CH:8]=[CH:7][CH:6]=[CH:5][CH:4]=1. The catalyst class is: 139.